This data is from Full USPTO retrosynthesis dataset with 1.9M reactions from patents (1976-2016). The task is: Predict the reactants needed to synthesize the given product. (1) Given the product [F:23][C:24]1[CH:31]=[C:30]([F:32])[CH:29]=[CH:28][C:25]=1[CH2:26][O:12][C:9]1[CH:10]=[CH:11][N:6]([CH2:5][C:4]2[CH:14]=[CH:15][CH:16]=[C:2]([F:1])[CH:3]=2)[C:7](=[O:13])[CH:8]=1, predict the reactants needed to synthesize it. The reactants are: [F:1][C:2]1[CH:3]=[C:4]([CH:14]=[CH:15][CH:16]=1)[CH2:5][N:6]1[CH:11]=[CH:10][C:9]([OH:12])=[CH:8][C:7]1=[O:13].C([O-])([O-])=O.[K+].[K+].[F:23][C:24]1[CH:31]=[C:30]([F:32])[CH:29]=[CH:28][C:25]=1[CH2:26]Br. (2) Given the product [CH2:2]([N:9]1[CH2:13][C@H:12]2[C:15]3[CH:16]=[C:17]([Cl:23])[CH:18]=[CH:19][C:20]=3[CH2:21][O:22][C@H:11]2[CH2:10]1)[C:3]1[CH:4]=[CH:5][CH:6]=[CH:7][CH:8]=1, predict the reactants needed to synthesize it. The reactants are: B.[CH2:2]([N:9]1[C:13](=O)[C@H:12]2[C:15]3[CH:16]=[C:17]([Cl:23])[CH:18]=[CH:19][C:20]=3[CH2:21][O:22][C@H:11]2[CH2:10]1)[C:3]1[CH:8]=[CH:7][CH:6]=[CH:5][CH:4]=1.[OH-].[Na+]. (3) Given the product [CH3:1][C:2]([N:10]1[CH:14]=[C:13]([NH:15][C:16](=[O:22])[CH:17]([NH:21][CH2:32][CH2:31][C:26]2[CH:25]=[C:24]([F:23])[CH:29]=[C:28]([F:30])[CH:27]=2)[CH2:18][CH2:19][CH3:20])[N:12]=[CH:11]1)([CH3:9])[CH2:3][N:4]1[CH2:8][CH2:7][CH2:6][CH2:5]1, predict the reactants needed to synthesize it. The reactants are: [CH3:1][C:2]([N:10]1[CH:14]=[C:13]([NH:15][C:16](=[O:22])[CH:17]([NH2:21])[CH2:18][CH2:19][CH3:20])[N:12]=[CH:11]1)([CH3:9])[CH2:3][N:4]1[CH2:8][CH2:7][CH2:6][CH2:5]1.[F:23][C:24]1[CH:25]=[C:26]([CH2:31][CH:32]=O)[CH:27]=[C:28]([F:30])[CH:29]=1. (4) Given the product [NH2:36][C:37]1([C:41]2[CH:42]=[CH:43][C:44]([C:47]3[C:56](=[O:57])[C:55]4[C:50](=[CH:51][C:52]([O:60][CH3:61])=[C:53]([O:58][CH3:59])[CH:54]=4)[O:49][C:48]=3[C:62]3[CH:63]=[CH:64][CH:65]=[CH:66][CH:67]=3)=[CH:45][CH:46]=2)[CH2:38][CH2:39][CH2:40]1, predict the reactants needed to synthesize it. The reactants are: NC1(C2C=CC(C3C(=O)C4C(=CC=C(F)C=4)OC=3C3C=CC=CC=3)=CC=2)CCC1.C(OC(=O)[NH:36][C:37]1([C:41]2[CH:46]=[CH:45][C:44]([C:47]3[C:56](=[O:57])[C:55]4[C:50](=[CH:51][C:52]([O:60][CH3:61])=[C:53]([O:58][CH3:59])[CH:54]=4)[O:49][C:48]=3[C:62]3[CH:67]=[CH:66][CH:65]=[CH:64][CH:63]=3)=[CH:43][CH:42]=2)[CH2:40][CH2:39][CH2:38]1)(C)(C)C. (5) The reactants are: [Cl:1][C:2]1[N:7]=[CH:6][C:5]([S:8]([C:11]2[S:15][C:14]([CH2:16][N:17](C)[C:18](=O)OC(C)(C)C)=[N:13][C:12]=2[C:26]2[CH:31]=[CH:30][CH:29]=[CH:28][C:27]=2[F:32])(=[O:10])=[O:9])=[CH:4][CH:3]=1.C(OCC)(=O)C.C(OCC)(=O)C.Cl. Given the product [ClH:1].[Cl:1][C:2]1[N:7]=[CH:6][C:5]([S:8]([C:11]2[S:15][C:14]([CH2:16][NH:17][CH3:18])=[N:13][C:12]=2[C:26]2[CH:31]=[CH:30][CH:29]=[CH:28][C:27]=2[F:32])(=[O:9])=[O:10])=[CH:4][CH:3]=1, predict the reactants needed to synthesize it. (6) Given the product [F:22][C:4]1[CH:3]=[C:2]([C:27]2[CH:28]=[N:23][CH:24]=[N:25][CH:26]=2)[C:7]([F:8])=[CH:6][C:5]=1[C:9]1[CH:14]=[CH:13][C:12]([CH:15]([N:17]2[CH2:21][CH2:20][CH2:19][CH2:18]2)[CH3:16])=[CH:11][CH:10]=1, predict the reactants needed to synthesize it. The reactants are: Br[C:2]1[C:7]([F:8])=[CH:6][C:5]([C:9]2[CH:14]=[CH:13][C:12]([CH:15]([N:17]3[CH2:21][CH2:20][CH2:19][CH2:18]3)[CH3:16])=[CH:11][CH:10]=2)=[C:4]([F:22])[CH:3]=1.[N:23]1[CH:28]=[C:27](B(O)O)[CH:26]=[N:25][CH:24]=1.